The task is: Predict the reactants needed to synthesize the given product.. This data is from Full USPTO retrosynthesis dataset with 1.9M reactions from patents (1976-2016). (1) Given the product [CH2:24]([O:23][C:21]([C:20]1[CH:26]=[CH:27][CH:28]=[CH:29][C:19]=1[NH:16][C:17]([N:8]1[CH2:7][CH2:6][N:5]([C:9]([O:11][C:12]([CH3:15])([CH3:14])[CH3:13])=[O:10])[CH2:4][CH:3]1[CH2:2][OH:1])=[O:18])=[O:22])[CH3:25], predict the reactants needed to synthesize it. The reactants are: [OH:1][CH2:2][CH:3]1[NH:8][CH2:7][CH2:6][N:5]([C:9]([O:11][C:12]([CH3:15])([CH3:14])[CH3:13])=[O:10])[CH2:4]1.[N:16]([C:19]1[CH:29]=[CH:28][CH:27]=[CH:26][C:20]=1[C:21]([O:23][CH2:24][CH3:25])=[O:22])=[C:17]=[O:18]. (2) Given the product [N+:1]([C:4]1[CH:5]=[C:6]([CH:23]=[CH:24][CH:25]=1)[CH2:7][NH:8][CH:9]1[CH2:10][CH2:11][CH:12]([NH2:15])[CH2:13][CH2:14]1)([O-:3])=[O:2], predict the reactants needed to synthesize it. The reactants are: [N+:1]([C:4]1[CH:5]=[C:6]([CH:23]=[CH:24][CH:25]=1)[CH2:7][NH:8][CH:9]1[CH2:14][CH2:13][CH:12]([NH:15]C(=O)OC(C)(C)C)[CH2:11][CH2:10]1)([O-:3])=[O:2]. (3) The reactants are: [O:1]1[C:5]([C:6]2[S:10][C:9]([S:11](Cl)(=[O:13])=[O:12])=[CH:8][CH:7]=2)=[CH:4][N:3]=[CH:2]1.[NH2:15][C:16]1[CH:17]=[C:18]([C:22]2[NH:26][N:25]=[N:24][N:23]=2)[CH:19]=[CH:20][CH:21]=1. Given the product [O:1]1[C:5]([C:6]2[S:10][C:9]([S:11]([NH:15][C:16]3[CH:21]=[CH:20][CH:19]=[C:18]([C:22]4[NH:26][N:25]=[N:24][N:23]=4)[CH:17]=3)(=[O:13])=[O:12])=[CH:8][CH:7]=2)=[CH:4][N:3]=[CH:2]1, predict the reactants needed to synthesize it. (4) Given the product [Br:1][C:2]1[CH:7]=[C:6]([F:8])[CH:5]=[CH:4][C:3]=1[CH:9]1[C:14]([C:15]([O:17][CH2:18][CH3:19])=[O:16])=[C:13]([CH2:20][Br:35])[NH:12][C:11]([N:21]2[CH:25]=[N:24][C:23]([C:26]#[N:27])=[N:22]2)=[N:10]1, predict the reactants needed to synthesize it. The reactants are: [Br:1][C:2]1[CH:7]=[C:6]([F:8])[CH:5]=[CH:4][C:3]=1[CH:9]1[C:14]([C:15]([O:17][CH2:18][CH3:19])=[O:16])=[C:13]([CH3:20])[NH:12][C:11]([N:21]2[CH:25]=[N:24][C:23]([C:26]#[N:27])=[N:22]2)=[N:10]1.C1C(=O)N([Br:35])C(=O)C1. (5) The reactants are: [CH3:1][S:2]([C:5]1[CH:22]=[CH:21][C:8]([CH2:9][C:10]2[N:14]=[C:13]([CH:15]3[CH2:20][CH2:19][NH:18][CH2:17][CH2:16]3)[O:12][N:11]=2)=[CH:7][CH:6]=1)(=[O:4])=[O:3].CSC1C=CC(CC2N=C(C3CCN([C:41]([O:43][C:44]([CH3:47])([CH3:46])[CH3:45])=[O:42])CC3)ON=2)=CC=1.ClC1C=CC=C(C(OO)=O)C=1.S(S([O-])=O)([O-])(=O)=O.[Na+].[Na+]. Given the product [CH3:1][S:2]([C:5]1[CH:6]=[CH:7][C:8]([CH2:9][C:10]2[N:14]=[C:13]([CH:15]3[CH2:20][CH2:19][N:18]([C:41]([O:43][C:44]([CH3:47])([CH3:46])[CH3:45])=[O:42])[CH2:17][CH2:16]3)[O:12][N:11]=2)=[CH:21][CH:22]=1)(=[O:3])=[O:4], predict the reactants needed to synthesize it. (6) The reactants are: [CH2:1]([N:8]1[CH2:13][CH2:12][CH:11]([N:14]2[CH2:18][CH2:17][N:16]([CH2:19][CH2:20][CH2:21]Br)[C:15]2=[C:23]([C:26]#[N:27])[C:24]#[N:25])[CH2:10][CH2:9]1)[C:2]1[CH:7]=[CH:6][CH:5]=[CH:4][CH:3]=1.O1CCOCC1.[NH:34]1[CH2:39][CH2:38][O:37][CH2:36][CH2:35]1. Given the product [CH2:1]([N:8]1[CH2:13][CH2:12][CH:11]([N:14]2[CH2:18][CH2:17][N:16]([CH2:19][CH2:20][CH2:21][N:34]3[CH2:39][CH2:38][O:37][CH2:36][CH2:35]3)[C:15]2=[C:23]([C:26]#[N:27])[C:24]#[N:25])[CH2:10][CH2:9]1)[C:2]1[CH:7]=[CH:6][CH:5]=[CH:4][CH:3]=1, predict the reactants needed to synthesize it. (7) Given the product [N:14]1[CH:15]=[CH:16][CH:17]=[CH:18][C:13]=1[O:12][CH2:11][C:9]1[N:10]=[C:5]2[N:4]=[CH:3][C:2]([C:24]3[CH:25]=[CH:26][C:21]([C:19]#[N:20])=[CH:22][CH:23]=3)=[CH:7][N:6]2[CH:8]=1, predict the reactants needed to synthesize it. The reactants are: Br[C:2]1[CH:3]=[N:4][C:5]2[N:6]([CH:8]=[C:9]([CH2:11][O:12][C:13]3[CH:18]=[CH:17][CH:16]=[CH:15][N:14]=3)[N:10]=2)[CH:7]=1.[C:19]([C:21]1[CH:26]=[CH:25][C:24](B(O)O)=[CH:23][CH:22]=1)#[N:20].